This data is from Catalyst prediction with 721,799 reactions and 888 catalyst types from USPTO. The task is: Predict which catalyst facilitates the given reaction. (1) Reactant: [C:1]1([OH:14])[CH:6]=[CH:5][C:4]([C:7]2[CH:12]=[CH:11][C:10]([OH:13])=[CH:9][CH:8]=2)=[CH:3][CH:2]=1.[CH2:15]=[O:16].[NH2:17]C1C=CC=CC=1. Product: [O:16]1[C:15]2[CH:1]=[CH:2][CH:3]=[CH:4][C:7]=2[CH2:8][CH2:9][NH:17]1.[C:10]1([OH:13])[CH:9]=[CH:8][C:7]([C:4]2[CH:5]=[CH:6][C:1]([OH:14])=[CH:2][CH:3]=2)=[CH:12][CH:11]=1. The catalyst class is: 472. (2) Reactant: Cl[C:2]1[C:7]([CH:8]=O)=[C:6](Cl)[N:5]=[CH:4][N:3]=1.[NH2:11][CH2:12][C@@H:13]([OH:24])[CH2:14][O:15][C:16]1[CH:21]=[CH:20][C:19]([CH3:22])=[CH:18][C:17]=1[CH3:23].CCN(CC)CC.[NH2:32][C:33]1[CH:34]=[C:35]2[C:39](=[CH:40][C:41]=1[NH2:42])[C:38](=[O:43])[N:37]([CH:44]1[CH2:49][CH2:48][N:47]([CH3:50])[CH2:46][CH2:45]1)[C:36]2=[O:51].Cl.CC(N(C)C)=[O:55]. Product: [CH3:23][C:17]1[CH:18]=[C:19]([CH3:22])[CH:20]=[CH:21][C:16]=1[O:15][CH2:14][C@H:13]([OH:24])[CH2:12][NH:11][C:6]1[N:5]=[CH:4][NH:3][C:2](=[O:55])[C:7]=1[C:8]1[NH:32][C:33]2[C:41]([N:42]=1)=[CH:40][C:39]1[C:38](=[O:43])[N:37]([CH:44]3[CH2:45][CH2:46][N:47]([CH3:50])[CH2:48][CH2:49]3)[C:36](=[O:51])[C:35]=1[CH:34]=2. The catalyst class is: 22.